Dataset: Forward reaction prediction with 1.9M reactions from USPTO patents (1976-2016). Task: Predict the product of the given reaction. The product is: [Cl:1][C:2]1[C:3]([O:12][C:13]2[CH:18]=[C:17]([O:19][CH2:20][CH:21]3[CH2:25][CH2:24][CH2:23][O:22]3)[CH:16]=[CH:15][C:14]=2/[CH:26]=[CH:27]/[C:28]([NH:51][S:48]([CH2:43][CH2:44][CH2:45][CH2:46][CH3:47])(=[O:50])=[O:49])=[O:30])=[N:4][CH:5]=[C:6]([C:8]([F:10])([F:9])[F:11])[CH:7]=1. Given the reactants [Cl:1][C:2]1[C:3]([O:12][C:13]2[CH:18]=[C:17]([O:19][CH2:20][CH:21]3[CH2:25][CH2:24][CH2:23][O:22]3)[CH:16]=[CH:15][C:14]=2/[CH:26]=[CH:27]/[C:28]([OH:30])=O)=[N:4][CH:5]=[C:6]([C:8]([F:11])([F:10])[F:9])[CH:7]=1.Cl.C(N=C=NCCCN(C)C)C.[CH2:43]([S:48]([NH2:51])(=[O:50])=[O:49])[CH2:44][CH2:45][CH2:46][CH3:47].Cl, predict the reaction product.